From a dataset of Peptide-MHC class I binding affinity with 185,985 pairs from IEDB/IMGT. Regression. Given a peptide amino acid sequence and an MHC pseudo amino acid sequence, predict their binding affinity value. This is MHC class I binding data. (1) The peptide sequence is HSVFKGFSDK. The MHC is HLA-A31:01 with pseudo-sequence HLA-A31:01. The binding affinity (normalized) is 0.329. (2) The peptide sequence is IASKINNNRI. The MHC is HLA-A02:02 with pseudo-sequence HLA-A02:02. The binding affinity (normalized) is 0.390. (3) The peptide sequence is TSLAIKNYY. The MHC is HLA-A31:01 with pseudo-sequence HLA-A31:01. The binding affinity (normalized) is 0.286. (4) The peptide sequence is YFPDWQNYT. The MHC is HLA-B40:02 with pseudo-sequence HLA-B40:02. The binding affinity (normalized) is 0. (5) The peptide sequence is RLTGVTSLV. The MHC is HLA-A02:01 with pseudo-sequence HLA-A02:01. The binding affinity (normalized) is 0.762. (6) The peptide sequence is RGYVFQGL. The MHC is HLA-A31:01 with pseudo-sequence HLA-A31:01. The binding affinity (normalized) is 0.284. (7) The peptide sequence is QTEPKTSVV. The MHC is HLA-A25:01 with pseudo-sequence HLA-A25:01. The binding affinity (normalized) is 0.0847. (8) The peptide sequence is MVLSGTLAY. The MHC is HLA-C04:01 with pseudo-sequence HLA-C04:01. The binding affinity (normalized) is 0.213. (9) The peptide sequence is DINITHTNI. The MHC is HLA-A02:01 with pseudo-sequence HLA-A02:01. The binding affinity (normalized) is 0.127. (10) The peptide sequence is RRRWQQLL. The MHC is Mamu-A02 with pseudo-sequence Mamu-A02. The binding affinity (normalized) is 0.